From a dataset of Reaction yield outcomes from USPTO patents with 853,638 reactions. Predict the reaction yield, written as a fraction of the theoretical maximum amount of product (1.0 means a 100% yield; for example, 0.34 means a 34% yield). (1) The reactants are Br[C:2]1[C:3]([N:9]2[CH2:15][CH2:14][CH2:13][CH2:12][CH2:11][CH2:10]2)=[N:4][CH:5]=[C:6]([Br:8])[N:7]=1.[CH3:16][N:17]1[CH2:23][CH2:22][CH2:21][NH:20][CH2:19][CH2:18]1. No catalyst specified. The product is [N:9]1([C:3]2[C:2]([N:20]3[CH2:21][CH2:22][CH2:23][N:17]([CH3:16])[CH2:18][CH2:19]3)=[N:7][C:6]([Br:8])=[CH:5][N:4]=2)[CH2:15][CH2:14][CH2:13][CH2:12][CH2:11][CH2:10]1. The yield is 0.540. (2) The reactants are FC(F)(F)[C:3]1[CH:4]=[C:5]([CH:28]=[C:29]([C:31]([F:34])([F:33])[F:32])[CH:30]=1)[CH2:6][O:7][CH2:8][CH:9]([C:22]1[CH:27]=[CH:26][CH:25]=[CH:24][CH:23]=1)[CH2:10][NH:11][C:12](=[O:21])[CH:13]=[CH:14][C:15]1[CH:20]=[CH:19][N:18]=[CH:17][CH:16]=1.[H][H]. The catalyst is C(O)C.[Pd].[C]. The product is [F:33][C:31]([F:32])([F:34])[C:29]1[CH:28]=[C:5]([CH:4]=[CH:3][C:30]=1[C:31]([F:34])([F:33])[F:32])[CH2:6][O:7][CH2:8][CH:9]([C:22]1[CH:27]=[CH:26][CH:25]=[CH:24][CH:23]=1)[CH2:10][NH:11][C:12](=[O:21])[CH2:13][CH2:14][C:15]1[CH:16]=[CH:17][N:18]=[CH:19][CH:20]=1. The yield is 0.660.